From a dataset of Reaction yield outcomes from USPTO patents with 853,638 reactions. Predict the reaction yield, written as a fraction of the theoretical maximum amount of product (1.0 means a 100% yield; for example, 0.34 means a 34% yield). (1) The reactants are [Cl:1][C:2]1[CH:10]=[CH:9][CH:8]=[C:7]2[C:3]=1[C:4]([C:20]1[C:21](O)=[CH:22][C:23]3[O:27][CH2:26][CH2:25][C:24]=3[CH:28]=1)([CH2:18][OH:19])[C:5](=[O:17])[N:6]2[CH2:11][C:12]([O:14][CH2:15][CH3:16])=[O:13].ClC1C=CC(Cl)=C2C=1C(C1C(O)=CC3OCOC=3C=1)(CO)C(=O)N2CCCCC. No catalyst specified. The product is [Cl:1][C:2]1[CH:10]=[CH:9][CH:8]=[C:7]2[C:3]=1[C:4]1([CH2:18][O:19][C:21]3[CH:22]=[C:23]4[C:24](=[CH:28][C:20]1=3)[CH2:25][CH2:26][O:27]4)[C:5](=[O:17])[N:6]2[CH2:11][C:12]([O:14][CH2:15][CH3:16])=[O:13]. The yield is 0.630. (2) The reactants are [N:1]12[CH2:8][CH2:7][C:4]([C:9]([C:17]3[CH:22]=[CH:21][CH:20]=[CH:19][CH:18]=3)([C:11]3[CH:16]=[CH:15][CH:14]=[CH:13][CH:12]=3)[OH:10])([CH2:5][CH2:6]1)[CH2:3][CH2:2]2.[Br:23][CH2:24][CH2:25][CH2:26][O:27][C:28]1[CH:33]=[CH:32][C:31]([C:34]2[CH:39]=[CH:38][CH:37]=[CH:36][CH:35]=2)=[CH:30][CH:29]=1. The catalyst is CC#N. The product is [Br-:23].[C:31]1([C:34]2[CH:35]=[CH:36][CH:37]=[CH:38][CH:39]=2)[CH:30]=[CH:29][C:28]([O:27][CH2:26][CH2:25][CH2:24][N+:1]23[CH2:6][CH2:5][C:4]([C:9]([OH:10])([C:17]4[CH:22]=[CH:21][CH:20]=[CH:19][CH:18]=4)[C:11]4[CH:12]=[CH:13][CH:14]=[CH:15][CH:16]=4)([CH2:3][CH2:2]2)[CH2:7][CH2:8]3)=[CH:33][CH:32]=1. The yield is 0.752. (3) The reactants are [CH3:1][O:2][C:3]1[CH:12]=[CH:11][C:6]([C:7]([O:9]C)=O)=[CH:5][N:4]=1.Cl.[CH3:14][NH:15][O:16][CH3:17].C([Mg]Cl)(C)C. The catalyst is C1COCC1. The product is [CH3:17][O:16][N:15]([CH3:14])[C:7](=[O:9])[C:6]1[CH:11]=[CH:12][C:3]([O:2][CH3:1])=[N:4][CH:5]=1. The yield is 0.930. (4) The catalyst is [Cu]I.CS(C)=O. The yield is 0.850. The product is [Cl:25][C:24]1[CH:23]=[CH:22][C:21]([O:17][C:15]2[CH:10]=[CH:11][CH:12]=[CH:13][CH:14]=2)=[CH:20][C:19]=1[NH2:18]. The reactants are P([O-])([O-])([O-])=O.[K+].[K+].[K+].N1[CH:14]=[CH:13][CH:12]=[CH:11][C:10]=1[C:15]([OH:17])=O.[NH2:18][C:19]1[CH:20]=[C:21](O)[CH:22]=[CH:23][C:24]=1[Cl:25].IC1C=CC=CC=1. (5) The reactants are [N+:1]([C:4]1[CH:5]=[C:6]2[C:10](=[CH:11][CH:12]=1)[N:9]([C:13]1[CH:14]=[CH:15][C:16]([NH2:19])=[N:17][CH:18]=1)[CH:8]=[CH:7]2)([O-])=O. The catalyst is CO.[Ni]. The product is [NH2:19][C:16]1[N:17]=[CH:18][C:13]([N:9]2[C:10]3[C:6](=[CH:5][C:4]([NH2:1])=[CH:12][CH:11]=3)[CH:7]=[CH:8]2)=[CH:14][CH:15]=1. The yield is 0.791. (6) The reactants are Br[C:2]1[C:10]2[C:5](=[CH:6][C:7]([C:11](=[O:13])[NH2:12])=[CH:8][CH:9]=2)[N:4]([C:14]([O:16][C:17]([CH3:20])([CH3:19])[CH3:18])=[O:15])[CH:3]=1.[CH3:21][C:22]1([CH3:38])[C:26]([CH3:28])([CH3:27])[O:25][B:24]([B:24]2[O:25][C:26]([CH3:28])([CH3:27])[C:22]([CH3:38])([CH3:21])[O:23]2)[O:23]1.C([O-])(=O)C.[K+]. The catalyst is C1C=CC(P(C2C=CC=CC=2)C2C=CC=CC=2)=CC=1.C1C=CC(P(C2C=CC=CC=2)C2C=CC=CC=2)=CC=1.Cl[Pd]Cl. The product is [C:11]([C:7]1[CH:6]=[C:5]2[C:10]([C:2]([B:24]3[O:25][C:26]([CH3:28])([CH3:27])[C:22]([CH3:38])([CH3:21])[O:23]3)=[CH:3][N:4]2[C:14]([O:16][C:17]([CH3:20])([CH3:19])[CH3:18])=[O:15])=[CH:9][CH:8]=1)(=[O:13])[NH2:12]. The yield is 0.220. (7) The reactants are [CH2:1]([N:5]1[C:9]([CH3:10])=[C:8]([C:11]2[CH:16]=[CH:15][C:14]([F:17])=[CH:13][CH:12]=2)[N:7]=[N:6]1)[CH2:2][C:3]#[CH:4].Br[C:19]1[CH:24]=[CH:23][CH:22]=[CH:21][N:20]=1. No catalyst specified. The product is [F:17][C:14]1[CH:13]=[CH:12][C:11]([C:8]2[N:7]=[N:6][N:5]([CH2:1][CH2:2][C:3]#[C:4][C:19]3[CH:24]=[CH:23][CH:22]=[CH:21][N:20]=3)[C:9]=2[CH3:10])=[CH:16][CH:15]=1. The yield is 0.580.